This data is from NCI-60 drug combinations with 297,098 pairs across 59 cell lines. The task is: Regression. Given two drug SMILES strings and cell line genomic features, predict the synergy score measuring deviation from expected non-interaction effect. (1) Drug 1: CC1=C(C=C(C=C1)NC(=O)C2=CC=C(C=C2)CN3CCN(CC3)C)NC4=NC=CC(=N4)C5=CN=CC=C5. Drug 2: CCN(CC)CCNC(=O)C1=C(NC(=C1C)C=C2C3=C(C=CC(=C3)F)NC2=O)C. Cell line: NCI/ADR-RES. Synergy scores: CSS=-8.58, Synergy_ZIP=6.26, Synergy_Bliss=3.01, Synergy_Loewe=-5.54, Synergy_HSA=-6.31. (2) Drug 1: CN1CCC(CC1)COC2=C(C=C3C(=C2)N=CN=C3NC4=C(C=C(C=C4)Br)F)OC. Drug 2: C1CC(C1)(C(=O)O)C(=O)O.[NH2-].[NH2-].[Pt+2]. Cell line: HOP-62. Synergy scores: CSS=19.6, Synergy_ZIP=2.54, Synergy_Bliss=5.15, Synergy_Loewe=4.12, Synergy_HSA=4.89. (3) Drug 1: CNC(=O)C1=NC=CC(=C1)OC2=CC=C(C=C2)NC(=O)NC3=CC(=C(C=C3)Cl)C(F)(F)F. Drug 2: C1=CN(C=N1)CC(O)(P(=O)(O)O)P(=O)(O)O. Cell line: CCRF-CEM. Synergy scores: CSS=12.0, Synergy_ZIP=-2.61, Synergy_Bliss=-2.84, Synergy_Loewe=4.26, Synergy_HSA=2.13. (4) Drug 1: C1=NC2=C(N1)C(=S)N=CN2. Drug 2: COC1=NC(=NC2=C1N=CN2C3C(C(C(O3)CO)O)O)N. Cell line: NCI/ADR-RES. Synergy scores: CSS=1.18, Synergy_ZIP=-3.84, Synergy_Bliss=-5.29, Synergy_Loewe=-12.7, Synergy_HSA=-4.88. (5) Drug 1: CC(C1=C(C=CC(=C1Cl)F)Cl)OC2=C(N=CC(=C2)C3=CN(N=C3)C4CCNCC4)N. Drug 2: C1=CC(=CC=C1CCCC(=O)O)N(CCCl)CCCl. Cell line: SN12C. Synergy scores: CSS=29.0, Synergy_ZIP=3.96, Synergy_Bliss=6.43, Synergy_Loewe=6.82, Synergy_HSA=8.19. (6) Cell line: PC-3. Drug 1: CC1=C2C(C(=O)C3(C(CC4C(C3C(C(C2(C)C)(CC1OC(=O)C(C(C5=CC=CC=C5)NC(=O)OC(C)(C)C)O)O)OC(=O)C6=CC=CC=C6)(CO4)OC(=O)C)OC)C)OC. Synergy scores: CSS=52.0, Synergy_ZIP=13.5, Synergy_Bliss=13.4, Synergy_Loewe=-27.3, Synergy_HSA=13.6. Drug 2: C1CN(P(=O)(OC1)NCCCl)CCCl. (7) Drug 1: CC1=C(C=C(C=C1)NC2=NC=CC(=N2)N(C)C3=CC4=NN(C(=C4C=C3)C)C)S(=O)(=O)N.Cl. Drug 2: CC=C1C(=O)NC(C(=O)OC2CC(=O)NC(C(=O)NC(CSSCCC=C2)C(=O)N1)C(C)C)C(C)C. Cell line: PC-3. Synergy scores: CSS=13.5, Synergy_ZIP=-2.62, Synergy_Bliss=-7.04, Synergy_Loewe=-52.2, Synergy_HSA=-6.04.